Dataset: Reaction yield outcomes from USPTO patents with 853,638 reactions. Task: Predict the reaction yield, written as a fraction of the theoretical maximum amount of product (1.0 means a 100% yield; for example, 0.34 means a 34% yield). The reactants are [CH2:1]([O:8][C:9]1[CH:14]=[CH:13][N:12]([C:15]2[CH:16]=[CH:17][C:18]3[C:19]4[CH2:28][NH:27][CH2:26][CH2:25][C:20]=4[N:21]([CH3:24])[C:22]=3[CH:23]=2)[C:11](=[O:29])[CH:10]=1)[C:2]1[CH:7]=[CH:6][CH:5]=[CH:4][CH:3]=1.Cl[CH2:31][C:32](Cl)=[O:33].C[CH2:36][N:37](CC)[CH2:38]C.N(C)C.C([O-])([O-])=O.[K+].[K+]. The catalyst is C(Cl)Cl.CN(C=O)C. The product is [CH2:1]([O:8][C:9]1[CH:14]=[CH:13][N:12]([C:15]2[CH:16]=[CH:17][C:18]3[C:19]4[CH2:28][N:27]([C:32](=[O:33])[CH2:31][N:37]([CH3:38])[CH3:36])[CH2:26][CH2:25][C:20]=4[N:21]([CH3:24])[C:22]=3[CH:23]=2)[C:11](=[O:29])[CH:10]=1)[C:2]1[CH:3]=[CH:4][CH:5]=[CH:6][CH:7]=1. The yield is 0.510.